This data is from Forward reaction prediction with 1.9M reactions from USPTO patents (1976-2016). The task is: Predict the product of the given reaction. (1) Given the reactants [CH2:1]([O:3][C:4]1[CH:9]=[CH:8][CH:7]=[C:6]([F:10])[C:5]=1I)[CH3:2].Br[C:13]([F:20])([F:19])[C:14]([O:16][CH2:17][CH3:18])=[O:15].[Cl-].[NH4+], predict the reaction product. The product is: [CH2:1]([O:3][C:4]1[CH:9]=[CH:8][CH:7]=[C:6]([F:10])[C:5]=1[C:13]([F:20])([F:19])[C:14]([O:16][CH2:17][CH3:18])=[O:15])[CH3:2]. (2) Given the reactants [O:1]1[C:5]2[C:6]([C:10]([OH:12])=[O:11])=[CH:7][CH:8]=[CH:9][C:4]=2[CH2:3][CH2:2]1.[CH3:13]O.S(=O)(=O)(O)O, predict the reaction product. The product is: [O:1]1[C:5]2[C:6]([C:10]([O:12][CH3:13])=[O:11])=[CH:7][CH:8]=[CH:9][C:4]=2[CH2:3][CH2:2]1. (3) Given the reactants P(Br)(Br)[Br:2].[N:5]1[C:14]2[C:9](=[CH:10][C:11]([CH2:15][CH2:16][CH2:17]O)=[CH:12][CH:13]=2)[CH:8]=[CH:7][CH:6]=1, predict the reaction product. The product is: [Br:2][CH2:17][CH2:16][CH2:15][C:11]1[CH:10]=[C:9]2[C:14](=[CH:13][CH:12]=1)[N:5]=[CH:6][CH:7]=[CH:8]2. (4) Given the reactants Cl.[Cl:2][C:3]1[CH:8]=[CH:7][N:6]=[C:5]([C:9]([O:11]C)=O)[CH:4]=1.[Cl-].[NH4+:14].CCOC(C)=O.O, predict the reaction product. The product is: [Cl:2][C:3]1[CH:8]=[CH:7][N:6]=[C:5]([C:9]([NH2:14])=[O:11])[CH:4]=1. (5) Given the reactants Br[C:2]1[CH:7]=[CH:6][CH:5]=[CH:4][C:3]=1[NH:8][C:9](=[O:18])[O:10][CH2:11][C@@H:12]1[CH2:16][CH2:15][N:14]([CH3:17])[CH2:13]1.[OH:19][CH2:20][C:21]1[CH:22]=[C:23](B(O)O)[CH:24]=[CH:25][CH:26]=1.C(=O)([O-])[O-].[K+].[K+], predict the reaction product. The product is: [OH:19][CH2:20][C:21]1[CH:26]=[C:25]([C:2]2[CH:7]=[CH:6][CH:5]=[CH:4][C:3]=2[NH:8][C:9](=[O:18])[O:10][CH2:11][C@@H:12]2[CH2:16][CH2:15][N:14]([CH3:17])[CH2:13]2)[CH:24]=[CH:23][CH:22]=1. (6) Given the reactants N[C:2]1[C:3]([C:12]([OH:14])=[O:13])=[CH:4][C:5]2[C:10]([CH:11]=1)=[CH:9][CH:8]=[CH:7][CH:6]=2.N([O-])=O.[Na+].[F:19][B-](F)(F)F.[H+], predict the reaction product. The product is: [F:19][C:2]1[C:3]([C:12]([OH:14])=[O:13])=[CH:4][C:5]2[C:10]([CH:11]=1)=[CH:9][CH:8]=[CH:7][CH:6]=2. (7) Given the reactants [CH3:1][O:2][C:3]1[CH:4]=[C:5]2[C:10](=[CH:11][CH:12]=1)[CH:9]=[C:8]([C:13](=O)[CH2:14][C:15]([O:17]CC)=O)[CH:7]=[CH:6]2.[NH2:21][NH2:22], predict the reaction product. The product is: [CH3:1][O:2][C:3]1[CH:4]=[C:5]2[C:10](=[CH:11][CH:12]=1)[CH:9]=[C:8]([C:13]1[CH2:14][C:15](=[O:17])[NH:21][N:22]=1)[CH:7]=[CH:6]2. (8) Given the reactants [CH3:1][O:2][C:3]1[C:4]([CH3:12])=[C:5]([CH:9]=[CH:10][CH:11]=1)[C:6]([OH:8])=O.[NH:13]1[CH2:18][CH2:17][O:16][CH2:15][CH2:14]1.Cl.C(N=C=NCCCN(C)C)C.ON1C2C=CC=CC=2N=N1, predict the reaction product. The product is: [CH3:1][O:2][C:3]1[C:4]([CH3:12])=[C:5]([C:6]([N:13]2[CH2:18][CH2:17][O:16][CH2:15][CH2:14]2)=[O:8])[CH:9]=[CH:10][CH:11]=1.